This data is from Peptide-MHC class I binding affinity with 185,985 pairs from IEDB/IMGT. The task is: Regression. Given a peptide amino acid sequence and an MHC pseudo amino acid sequence, predict their binding affinity value. This is MHC class I binding data. (1) The peptide sequence is EDLLHLNSL. The MHC is Mamu-B8701 with pseudo-sequence Mamu-B8701. The binding affinity (normalized) is 0.102. (2) The peptide sequence is SMGFKVTTRR. The MHC is HLA-A68:01 with pseudo-sequence HLA-A68:01. The binding affinity (normalized) is 0.505. (3) The peptide sequence is THYPTQNRF. The MHC is HLA-A03:01 with pseudo-sequence HLA-A03:01. The binding affinity (normalized) is 0.0847. (4) The peptide sequence is IITVGMLIY. The MHC is HLA-A68:01 with pseudo-sequence HLA-A68:01. The binding affinity (normalized) is 0.408. (5) The binding affinity (normalized) is 0.0847. The MHC is HLA-B58:01 with pseudo-sequence HLA-B58:01. The peptide sequence is RLFFKCIYR. (6) The peptide sequence is PLSINVSGV. The MHC is HLA-A02:03 with pseudo-sequence HLA-A02:03. The binding affinity (normalized) is 0.648.